From a dataset of Full USPTO retrosynthesis dataset with 1.9M reactions from patents (1976-2016). Predict the reactants needed to synthesize the given product. (1) Given the product [CH:19]([Si:22]([O:12][CH2:11][CH:10]([OH:13])[CH2:9][NH:8][C:6]([O:5][C:1]([CH3:4])([CH3:2])[CH3:3])=[O:7])([CH:26]([CH3:28])[CH3:27])[CH:23]([CH3:25])[CH3:24])([CH3:21])[CH3:20], predict the reactants needed to synthesize it. The reactants are: [C:1]([O:5][C:6]([NH:8][CH2:9][CH:10]([OH:13])[CH2:11][OH:12])=[O:7])([CH3:4])([CH3:3])[CH3:2].N1C=CN=C1.[CH:19]([Si:22](Cl)([CH:26]([CH3:28])[CH3:27])[CH:23]([CH3:25])[CH3:24])([CH3:21])[CH3:20]. (2) Given the product [NH:17]1[C:12]2[CH:13]=[CH:14][CH:15]=[CH:16][C:11]=2[NH:18][C:3]1=[C:6]([C:9]#[N:10])[C:7]#[N:8], predict the reactants needed to synthesize it. The reactants are: CS[C:3](=[C:6]([C:9]#[N:10])[C:7]#[N:8])SC.[C:11]1([NH2:18])[CH:16]=[CH:15][CH:14]=[CH:13][C:12]=1[NH2:17]. (3) Given the product [C:13]1([C:7]2[C:8]3[S:1][C:2]([C:9]([OH:11])=[O:10])=[CH:3][C:4]=3[NH:5][CH:6]=2)[CH2:18][CH2:17][CH2:16][CH2:15][CH:14]=1, predict the reactants needed to synthesize it. The reactants are: [S:1]1[C:8]2[CH:7]=[CH:6][NH:5][C:4]=2[CH:3]=[C:2]1[C:9]([O:11]C)=[O:10].[C:13]1(=O)[CH2:18][CH2:17][CH2:16][CH2:15][CH2:14]1.CO.C[O-].[Na+].